Dataset: Peptide-MHC class I binding affinity with 185,985 pairs from IEDB/IMGT. Task: Regression. Given a peptide amino acid sequence and an MHC pseudo amino acid sequence, predict their binding affinity value. This is MHC class I binding data. (1) The peptide sequence is KGPYRAFVTI. The MHC is H-2-Dd with pseudo-sequence H-2-Dd. The binding affinity (normalized) is 0.838. (2) The peptide sequence is RYPLTLGW. The MHC is HLA-A32:01 with pseudo-sequence HLA-A32:01. The binding affinity (normalized) is 0.0605. (3) The peptide sequence is QLTPHTKAV. The MHC is HLA-B44:03 with pseudo-sequence HLA-B44:03. The binding affinity (normalized) is 0. (4) The peptide sequence is RAFLLRHYY. The MHC is HLA-A31:01 with pseudo-sequence HLA-A31:01. The binding affinity (normalized) is 0.706. (5) The peptide sequence is LELAEITAE. The MHC is HLA-A03:01 with pseudo-sequence HLA-A03:01. The binding affinity (normalized) is 0.0847. (6) The peptide sequence is IPYCNYSKYW. The MHC is HLA-B51:01 with pseudo-sequence HLA-B51:01. The binding affinity (normalized) is 0.0553. (7) The binding affinity (normalized) is 0.742. The MHC is H-2-Kb with pseudo-sequence H-2-Kb. The peptide sequence is INFDWPFL.